Dataset: Forward reaction prediction with 1.9M reactions from USPTO patents (1976-2016). Task: Predict the product of the given reaction. (1) Given the reactants [C:1]1(/[CH:7]=[CH:8]/[CH:9]=[CH:10]/[C:11]([OH:13])=O)[CH:6]=[CH:5][CH:4]=[CH:3][CH:2]=1.N1[CH2:20][CH2:19][CH2:18]NCC1.[CH2:21]([N:23]([CH2:26][CH3:27])[CH2:24][CH3:25])[CH3:22].[C:28]1(P(N=[N+]=[N-])([C:28]2[CH:33]=[CH:32][CH:31]=[CH:30][CH:29]=2)=O)[CH:33]=[CH:32][CH:31]=[CH:30][CH:29]=1.C(=O)([O-])[OH:46].[Na+].[CH3:50][N:51](C)C=O, predict the reaction product. The product is: [C:28]1(/[CH:20]=[CH:19]/[CH:18]=[CH:22]/[C:21]([N:23]2[CH2:26][CH2:27][CH2:50][N:51]([C:11](=[O:13])/[CH:10]=[CH:9]/[CH:8]=[CH:7]/[C:1]3[CH:2]=[CH:3][CH:4]=[CH:5][CH:6]=3)[CH2:25][CH2:24]2)=[O:46])[CH:33]=[CH:32][CH:31]=[CH:30][CH:29]=1. (2) Given the reactants [S:1]1[CH:5]=[CH:4][N:3]=[CH:2]1.C([Li])CCC.[CH2:11]([N:14]([CH2:28][CH2:29][CH3:30])[C:15]([C:17]1[CH:18]=[C:19]([CH:24]=[C:25](I)[CH:26]=1)[C:20]([O:22][CH3:23])=[O:21])=[O:16])[CH2:12][CH3:13], predict the reaction product. The product is: [CH2:28]([N:14]([CH2:11][CH2:12][CH3:13])[C:15]([C:17]1[CH:18]=[C:19]([CH:24]=[C:25]([C:2]2[S:1][CH:5]=[CH:4][N:3]=2)[CH:26]=1)[C:20]([O:22][CH3:23])=[O:21])=[O:16])[CH2:29][CH3:30]. (3) Given the reactants [NH2:1][C@H:2]1[CH2:6][CH2:5][N:4]([C@H:7]([C:12]2[CH:13]=[CH:14][C:15]3[N:16]([C:18]([C:21]4[CH:30]=[CH:29][C:28]5[C:23](=[CH:24][C:25]([O:32][CH2:33][CH2:34][OH:35])=[C:26]([F:31])[CH:27]=5)[N:22]=4)=[N:19][N:20]=3)[CH:17]=2)[C:8]([F:11])([F:10])[F:9])[CH2:3]1.[C:36](=O)([O:46]C1C=CC([N+]([O-])=O)=CC=1)[O:37][CH2:38][C:39]1[O:40][C:41](=[O:45])[O:42][C:43]=1[CH3:44], predict the reaction product. The product is: [F:10][C:8]([F:9])([F:11])[C@H:7]([N:4]1[CH2:5][CH2:6][C@H:2]([NH:1][C:36](=[O:46])[O:37][CH2:38][C:39]2[O:40][C:41](=[O:45])[O:42][C:43]=2[CH3:44])[CH2:3]1)[C:12]1[CH:13]=[CH:14][C:15]2[N:16]([C:18]([C:21]3[CH:30]=[CH:29][C:28]4[C:23](=[CH:24][C:25]([O:32][CH2:33][CH2:34][OH:35])=[C:26]([F:31])[CH:27]=4)[N:22]=3)=[N:19][N:20]=2)[CH:17]=1. (4) The product is: [Cl:1][C:2]1[CH:7]=[C:6]([C:8]([F:10])([F:11])[F:9])[CH:5]=[CH:4][C:3]=1[O:12][C@@H:14]([CH3:13])[CH2:15][CH2:16][O:19][C:20]1[CH:25]=[CH:24][C:23]([CH:26]([C:32]#[C:33][CH3:34])[CH2:27][C:28]([OH:30])=[O:29])=[CH:22][CH:21]=1. Given the reactants [Cl:1][C:2]1[CH:7]=[C:6]([C:8]([F:11])([F:10])[F:9])[CH:5]=[CH:4][C:3]=1[OH:12].[CH2:13](O)[CH2:14][C@@H:15](O)[CH3:16].[OH:19][C:20]1[CH:25]=[CH:24][C:23]([CH:26]([C:32]#[C:33][CH3:34])[CH2:27][C:28]([O:30]C)=[O:29])=[CH:22][CH:21]=1, predict the reaction product.